The task is: Predict the reaction yield, written as a fraction of the theoretical maximum amount of product (1.0 means a 100% yield; for example, 0.34 means a 34% yield).. This data is from Reaction yield outcomes from USPTO patents with 853,638 reactions. (1) The reactants are [CH2:1]([O:8][C:9](=[O:23])[C@@H:10]([CH2:19]C(O)=O)[NH:11][C:12]([O:14][C:15]([CH3:18])([CH3:17])[CH3:16])=[O:13])[C:2]1[CH:7]=[CH:6][CH:5]=[CH:4][CH:3]=1.ClC([O:27][CH2:28]C)=O.[N-:30]=[N+]=[N-].[Na+].[Na+].[Cl-]. The catalyst is C1COCC1.O. The product is [O:27]=[C:28]1[NH:30][CH2:19][C@H:10]([C:9]([O:8][CH2:1][C:2]2[CH:3]=[CH:4][CH:5]=[CH:6][CH:7]=2)=[O:23])[N:11]1[C:12]([O:14][C:15]([CH3:16])([CH3:17])[CH3:18])=[O:13]. The yield is 0.440. (2) The product is [Cl:1][C:2]1[C:3]2[C:12]([F:13])=[CH:11][CH:10]=[CH:9][C:4]=2[S:5][C:6]=1[CH:7]=[O:8]. The reactants are [Cl:1][C:2]1[C:3]2[C:12]([F:13])=[CH:11][CH:10]=[CH:9][C:4]=2[S:5][C:6]=1[CH2:7][OH:8]. The catalyst is C1C=CC=CC=1.O=[Mn]=O. The yield is 0.870. (3) The reactants are [CH:1]([O:4][C:5]1[CH:13]=[CH:12][C:11]([S:14]([CH3:17])(=[O:16])=[O:15])=[CH:10][C:6]=1[C:7]([OH:9])=O)([CH3:3])[CH3:2].Cl.[CH3:19][CH:20]([S:22]([C:25]1[S:29][C:28]([N:30]2[CH2:35][CH2:34][NH:33][CH2:32][CH2:31]2)=[N:27][CH:26]=1)(=[O:24])=[O:23])[CH3:21]. No catalyst specified. The product is [CH:1]([O:4][C:5]1[CH:13]=[CH:12][C:11]([S:14]([CH3:17])(=[O:16])=[O:15])=[CH:10][C:6]=1[C:7]([N:33]1[CH2:34][CH2:35][N:30]([C:28]2[S:29][C:25]([S:22]([CH:20]([CH3:21])[CH3:19])(=[O:24])=[O:23])=[CH:26][N:27]=2)[CH2:31][CH2:32]1)=[O:9])([CH3:2])[CH3:3]. The yield is 0.670. (4) The reactants are C([O:8][C:9]1[CH:14]=[CH:13][CH:12]=[CH:11][C:10]=1[CH:15]([C:17]1[CH:22]=[CH:21][CH:20]=[C:19]([F:23])[CH:18]=1)O)C1C=CC=CC=1.Cl. The catalyst is CO.[OH-].[Pd+2].[OH-]. The product is [F:23][C:19]1[CH:18]=[C:17]([CH:22]=[CH:21][CH:20]=1)[CH2:15][C:10]1[CH:11]=[CH:12][CH:13]=[CH:14][C:9]=1[OH:8]. The yield is 0.420. (5) The reactants are [OH:1][CH:2]1[CH2:7][C@@H:6]([C:8]2[CH:13]=[CH:12][CH:11]=[CH:10][CH:9]=2)[O:5][C@@H:4]([C:14]2[CH:15]=[C:16]([CH:21]=[CH:22][CH:23]=2)[C:17]([O:19][CH3:20])=[O:18])[CH2:3]1.[Cr](Cl)([O-])(=O)=O.[NH+]1C=CC=CC=1. The catalyst is C(Cl)Cl. The product is [O:1]=[C:2]1[CH2:7][C@@H:6]([C:8]2[CH:9]=[CH:10][CH:11]=[CH:12][CH:13]=2)[O:5][C@@H:4]([C:14]2[CH:15]=[C:16]([CH:21]=[CH:22][CH:23]=2)[C:17]([O:19][CH3:20])=[O:18])[CH2:3]1. The yield is 0.960. (6) The product is [Br:22][C:18]1[CH:23]=[C:16]([CH:21]=[CH:20][CH:19]=1)[O:14][C:10]1[CH:9]=[C:8]([CH:13]=[CH:12][CH:11]=1)[O:7][C:2]1[CH:3]=[CH:4][CH:5]=[CH:6][N:1]=1. The catalyst is [Cu]I.C1(C)C=CC=CC=1. The yield is 0.600. The reactants are [N:1]1[CH:6]=[CH:5][CH:4]=[CH:3][C:2]=1[O:7][C:8]1[CH:9]=[C:10]([OH:14])[CH:11]=[CH:12][CH:13]=1.Br[C:16]1[CH:21]=[CH:20][CH:19]=[C:18]([Br:22])N=1.[CH3:23]N1C=CN=C1.C(=O)([O-])[O-].[K+].[K+]. (7) The reactants are [CH2:1]([N:8]1[CH2:13][CH2:12][N:11]2[N:14]=[C:15]([C:17]3[CH:22]=[CH:21][C:20]([F:23])=[CH:19][CH:18]=3)[CH:16]=[C:10]2[C:9]1=O)[C:2]1[CH:7]=[CH:6][CH:5]=[CH:4][CH:3]=1.[H-].[H-].[H-].[H-].[Li+].[Al+3]. The catalyst is C1COCC1. The product is [CH2:1]([N:8]1[CH2:13][CH2:12][N:11]2[N:14]=[C:15]([C:17]3[CH:18]=[CH:19][C:20]([F:23])=[CH:21][CH:22]=3)[CH:16]=[C:10]2[CH2:9]1)[C:2]1[CH:7]=[CH:6][CH:5]=[CH:4][CH:3]=1. The yield is 0.770. (8) The reactants are [CH2:1]([O:8][CH2:9][C:10]1([C:13]2[CH:20]=[CH:19][C:16]([CH:17]=[O:18])=[CH:15][CH:14]=2)[CH2:12][CH2:11]1)[C:2]1[CH:7]=[CH:6][CH:5]=[CH:4][CH:3]=1.C(C1(C2C=CC(C=O)=CC=2)CC1)C.[BH4-].[K+]. No catalyst specified. The product is [CH2:1]([O:8][CH2:9][C:10]1([C:13]2[CH:14]=[CH:15][C:16]([CH2:17][OH:18])=[CH:19][CH:20]=2)[CH2:12][CH2:11]1)[C:2]1[CH:3]=[CH:4][CH:5]=[CH:6][CH:7]=1. The yield is 0.750. (9) The reactants are [Br:1][C:2]1[CH:7]=[CH:6][C:5]([NH:8][C@@H:9]2[C@H:13]([O:14]C(=O)CCl)[CH2:12][N:11]([C:19]([O:21][C:22]([CH3:25])([CH3:24])[CH3:23])=[O:20])[CH2:10]2)=[C:4]([N+:26]([O-:28])=[O:27])[CH:3]=1.[OH-].[Li+]. The catalyst is CO. The product is [Br:1][C:2]1[CH:7]=[CH:6][C:5]([NH:8][C@@H:9]2[C@H:13]([OH:14])[CH2:12][N:11]([C:19]([O:21][C:22]([CH3:24])([CH3:25])[CH3:23])=[O:20])[CH2:10]2)=[C:4]([N+:26]([O-:28])=[O:27])[CH:3]=1. The yield is 0.980. (10) The product is [Cl:35][C:32]1[CH:31]=[CH:30][C:29]([C:27]2[O:26][N:25]=[C:24]([CH2:23][O:20][C:16]3[C:13]4[S:14][CH:15]=[C:11]([CH2:10][C:9]([OH:8])=[O:21])[C:12]=4[CH:19]=[CH:18][CH:17]=3)[CH:28]=2)=[CH:34][CH:33]=1. The yield is 0.380. The catalyst is C(#N)C.ClCCl. The reactants are C(=O)([O-])[O-].[Cs+].[Cs+].C[O:8][C:9](=[O:21])[CH2:10][C:11]1[C:12]2[CH:19]=[CH:18][CH:17]=[C:16]([OH:20])[C:13]=2[S:14][CH:15]=1.Cl[CH2:23][C:24]1[CH:28]=[C:27]([C:29]2[CH:34]=[CH:33][C:32]([Cl:35])=[CH:31][CH:30]=2)[O:26][N:25]=1.